Dataset: Forward reaction prediction with 1.9M reactions from USPTO patents (1976-2016). Task: Predict the product of the given reaction. (1) Given the reactants [NH:1]1[C:11]2[C:6](=[CH:7][CH:8]=[CH:9][CH:10]=2)[C:4](=[O:5])[C:2]1=[O:3].[H-].[Na+].[CH3:14][OH:15], predict the reaction product. The product is: [O:15]1[CH:4]=[CH:2][O:3][CH:14]1[C:6]1[CH:11]=[CH:10][C:9]([N:1]2[C:11]3[C:6](=[CH:7][CH:8]=[CH:9][CH:10]=3)[C:4](=[O:5])[C:2]2=[O:3])=[CH:8][CH:7]=1. (2) The product is: [Cl:1][C:2]1[CH:7]=[CH:6][N:5]=[C:4]([CH2:8][NH:9][C:10]2[O:11][C:12]3[C:18]([O:19][CH3:20])=[CH:17][C:16]([C:21]([N:33]4[CH:28]([CH2:27][O:26][CH:25]([F:38])[F:24])[CH2:29][O:30][C:31]([CH2:35][CH2:36][OH:37])([CH3:34])[CH2:32]4)=[O:23])=[CH:15][C:13]=3[N:14]=2)[CH:3]=1. Given the reactants [Cl:1][C:2]1[CH:7]=[CH:6][N:5]=[C:4]([CH2:8][NH:9][C:10]2[O:11][C:12]3[C:18]([O:19][CH3:20])=[CH:17][C:16]([C:21]([OH:23])=O)=[CH:15][C:13]=3[N:14]=2)[CH:3]=1.[F:24][CH:25]([F:38])[O:26][CH2:27][CH:28]1[NH:33][CH2:32][C:31]([CH2:35][CH2:36][OH:37])([CH3:34])[O:30][CH2:29]1.C(N(CC)C(C)C)(C)C.CN(C(ON1N=NC2C=CC=NC1=2)=[N+](C)C)C.F[P-](F)(F)(F)(F)F, predict the reaction product. (3) Given the reactants [NH:1]1[CH2:6][CH2:5][CH2:4][CH2:3][CH2:2]1.Cl[CH2:8][C:9]1[NH:10][C:11]2[CH:17]=[CH:16][CH:15]=[CH:14][C:12]=2[N:13]=1.CCN(CC)CC.O, predict the reaction product. The product is: [N:1]1([CH2:8][C:9]2[NH:10][C:11]3[CH:17]=[CH:16][CH:15]=[CH:14][C:12]=3[N:13]=2)[CH2:6][CH2:5][CH2:4][CH2:3][CH2:2]1. (4) Given the reactants [Cl:1][C:2]1[N:10](CC=C)[C:9]2[C:8](=[O:14])[N:7]([CH3:15])[C:6](=[O:16])[N:5]([CH2:17][CH2:18][CH2:19][CH2:20][CH3:21])[C:4]=2[N:3]=1.CS(C)=O.N1CCOCC1, predict the reaction product. The product is: [Cl:1][C:2]1[NH:10][C:9]2[C:8](=[O:14])[N:7]([CH3:15])[C:6](=[O:16])[N:5]([CH2:17][CH2:18][CH2:19][CH2:20][CH3:21])[C:4]=2[N:3]=1. (5) Given the reactants [CH2:1]([O:8][C:9]1[CH:14]=[CH:13][C:12](B(O)O)=[CH:11][CH:10]=1)[C:2]1[CH:7]=[CH:6][CH:5]=[CH:4][CH:3]=1.Br[C:19]1[C:20](=[O:26])[N:21]([CH3:25])[CH:22]=[CH:23][CH:24]=1.C(=O)([O-])[O-].[Na+].[Na+], predict the reaction product. The product is: [CH2:1]([O:8][C:9]1[CH:14]=[CH:13][C:12]([C:19]2[C:20](=[O:26])[N:21]([CH3:25])[CH:22]=[CH:23][CH:24]=2)=[CH:11][CH:10]=1)[C:2]1[CH:7]=[CH:6][CH:5]=[CH:4][CH:3]=1. (6) The product is: [CH3:1][O:2]/[N:3]=[C:4](/[C:5]1[O:17][CH2:16][CH2:15][O:14][N:13]=1)\[C:8]1[CH:9]=[CH:10][CH:11]=[CH:12][C:7]=1[OH:6]. Given the reactants [CH3:1][O:2][N:3]=[C:4]1[C:8]2[CH:9]=[CH:10][CH:11]=[CH:12][C:7]=2[O:6][C:5]1=[N:13][O:14][CH2:15][CH2:16][OH:17], predict the reaction product. (7) Given the reactants [C:1]([NH:5][C:6]1[CH:12]=[CH:11][C:10]([C:13]2[O:14][C:15]3[CH:21]=[CH:20][CH:19]=[CH:18][C:16]=3[N:17]=2)=[CH:9][C:7]=1[NH2:8])([CH3:4])([CH3:3])[CH3:2].[CH:22](=O)[CH3:23].OOS([O-])=O.[K+].C(=O)([O-])[O-].[K+].[K+], predict the reaction product. The product is: [O:14]1[C:15]2[CH:21]=[CH:20][CH:19]=[CH:18][C:16]=2[N:17]=[C:13]1[C:10]1[CH:11]=[CH:12][C:6]2[N:5]([C:1]([CH3:4])([CH3:2])[CH3:3])[C:22]([CH3:23])=[N:8][C:7]=2[CH:9]=1. (8) Given the reactants C(OC([NH:8][CH2:9][C:10](O)=[O:11])=O)(C)(C)C.[NH:13]1[CH2:18][CH2:17][O:16][CH2:15][CH2:14]1.O.ON1C2C=CC=CC=2N=N1.[ClH:30].CN(CCCN=C=NCC)C.Cl, predict the reaction product. The product is: [ClH:30].[NH2:8][CH2:9][C:10]([N:13]1[CH2:18][CH2:17][O:16][CH2:15][CH2:14]1)=[O:11]. (9) Given the reactants [Cl:1][C:2]1[CH:3]=[C:4]([NH:17][C:18]2[C:27]3[C:22](=[CH:23][CH:24]=[C:25]([C:28]4[O:29][C:30]([CH:33]=O)=[CH:31][CH:32]=4)[CH:26]=3)[N:21]=[CH:20][N:19]=2)[CH:5]=[CH:6][C:7]=1[O:8][CH2:9][C:10]1[CH:15]=[CH:14][CH:13]=[C:12]([F:16])[CH:11]=1.[F:35][C:36]1[CH:37]=[C:38]([CH2:43][CH2:44][NH2:45])[CH:39]=[C:40]([OH:42])[CH:41]=1.C(O[BH-](OC(=O)C)OC(=O)C)(=O)C.[Na+].C(=O)([O-])[O-].[Na+].[Na+], predict the reaction product. The product is: [Cl:1][C:2]1[CH:3]=[C:4]([NH:17][C:18]2[C:27]3[C:22](=[CH:23][CH:24]=[C:25]([C:28]4[O:29][C:30]([CH2:33][NH:45][CH2:44][CH2:43][C:38]5[CH:37]=[C:36]([F:35])[CH:41]=[C:40]([OH:42])[CH:39]=5)=[CH:31][CH:32]=4)[CH:26]=3)[N:21]=[CH:20][N:19]=2)[CH:5]=[CH:6][C:7]=1[O:8][CH2:9][C:10]1[CH:15]=[CH:14][CH:13]=[C:12]([F:16])[CH:11]=1. (10) Given the reactants [CH3:1][O:2][C:3]1[CH:8]=[CH:7][C:6]([S:9][CH2:10][CH2:11][CH2:12][C:13]([OH:15])=O)=[CH:5][CH:4]=1.FC1C=CC(SCCC[C:27]([N:29]([CH2:31][C:32]2[CH:37]=[C:36]([CH3:38])[CH:35]=[CH:34][C:33]=2[O:39][CH3:40])C)=O)=CC=1, predict the reaction product. The product is: [CH3:1][O:2][C:3]1[CH:4]=[CH:5][C:6]([S:9][CH2:10][CH2:11][CH2:12][C:13]([N:29]([CH2:31][C:32]2[CH:37]=[C:36]([CH3:38])[CH:35]=[CH:34][C:33]=2[O:39][CH3:40])[CH3:27])=[O:15])=[CH:7][CH:8]=1.